Dataset: Full USPTO retrosynthesis dataset with 1.9M reactions from patents (1976-2016). Task: Predict the reactants needed to synthesize the given product. (1) Given the product [CH:1]1([NH:6][C:7]2[CH:8]=[CH:9][CH:10]=[C:11]3[C:15]=2[NH:14][C:13]([C:16]2[S:17][CH2:18][C@@H:19]([CH2:21][C:22]4[O:24][N:28]=[C:27]([CH:29]5[CH2:33][CH2:32][CH2:31][CH2:30]5)[N:26]=4)[N:20]=2)=[CH:12]3)[CH2:5][CH2:4][CH2:3][CH2:2]1, predict the reactants needed to synthesize it. The reactants are: [CH:1]1([NH:6][C:7]2[CH:8]=[CH:9][CH:10]=[C:11]3[C:15]=2[NH:14][C:13]([C:16]2[S:17][CH2:18][C@@H:19]([CH2:21][C:22]([OH:24])=O)[N:20]=2)=[CH:12]3)[CH2:5][CH2:4][CH2:3][CH2:2]1.O[NH:26][C:27]([CH:29]1[CH2:33][CH2:32][CH2:31][CH2:30]1)=[NH:28].O. (2) Given the product [CH3:16][Si:17]([N:1]1[CH:8]=[N:7][C:5]([NH2:6])=[N:4][C:2]1=[O:3])([CH3:19])[CH3:18], predict the reactants needed to synthesize it. The reactants are: [NH:1]1[CH:8]=[N:7][C:5]([NH2:6])=[N:4][C:2]1=[O:3].S([O-])([O-])(=O)=O.[NH4+].[NH4+].[CH3:16][Si:17](N[Si:17]([CH3:19])([CH3:18])[CH3:16])([CH3:19])[CH3:18]. (3) Given the product [CH2:25]([N:8]1[C:9](=[O:11])[CH:10]=[C:5]([NH:4][C:3]2[CH:17]=[CH:18][C:19]([I:21])=[CH:20][C:2]=2[F:1])[C:6]([C:12]([O:14][CH2:15][CH3:16])=[O:13])=[CH:7]1)[CH3:26], predict the reactants needed to synthesize it. The reactants are: [F:1][C:2]1[CH:20]=[C:19]([I:21])[CH:18]=[CH:17][C:3]=1[NH:4][C:5]1[C:6]([C:12]([O:14][CH2:15][CH3:16])=[O:13])=[CH:7][NH:8][C:9](=[O:11])[CH:10]=1.[H-].[Na+].I[CH2:25][CH3:26]. (4) Given the product [C:6]([C:5]1[CH:8]=[CH:9][C:2]([C:1]2[S:14][C:13]3[CH:15]=[CH:16][CH:17]=[CH:18][C:12]=3[C:11](=[O:19])[N:10]=2)=[CH:3][CH:4]=1)#[N:7], predict the reactants needed to synthesize it. The reactants are: [C:1](#[N:10])[C:2]1[CH:9]=[CH:8][C:5]([C:6]#[N:7])=[CH:4][CH:3]=1.[C:11](OC)(=[O:19])[C:12]1[C:13](=[CH:15][CH:16]=[CH:17][CH:18]=1)[SH:14].C(N(CC)CC)C. (5) Given the product [F:1][C:2]1[CH:7]=[CH:6][C:5]([F:8])=[CH:4][C:3]=1[C:9]1[CH2:13][N:12]([C:14]([N:16]([C@H:18]2[CH2:23][CH2:22][N:21]([CH:38]([CH3:40])[CH3:37])[CH2:20][C@H:19]2[F:24])[CH3:17])=[O:15])[C@:11]([CH2:31][OH:32])([C:25]2[CH:30]=[CH:29][CH:28]=[CH:27][CH:26]=2)[CH:10]=1, predict the reactants needed to synthesize it. The reactants are: [F:1][C:2]1[CH:7]=[CH:6][C:5]([F:8])=[CH:4][C:3]=1[C:9]1[CH2:13][N:12]([C:14]([N:16]([C@H:18]2[CH2:23][CH2:22][NH:21][CH2:20][C@H:19]2[F:24])[CH3:17])=[O:15])[C@:11]([CH2:31][OH:32])([C:25]2[CH:30]=[CH:29][CH:28]=[CH:27][CH:26]=2)[CH:10]=1.C(O)(=O)C.[CH3:37][C:38]([CH3:40])=O.[BH-](OC(C)=O)(OC(C)=O)OC(C)=O.[Na+]. (6) Given the product [C:1]([O:5][C:6](=[O:20])[NH:7][C:8]1[C:17]2[C:12](=[CH:13][CH:14]=[CH:15][CH:16]=2)[C:11]([C:18]2[O:25][CH:26]=[N:27][CH:28]=2)=[CH:10][CH:9]=1)([CH3:4])([CH3:3])[CH3:2], predict the reactants needed to synthesize it. The reactants are: [C:1]([O:5][C:6](=[O:20])[NH:7][C:8]1[C:17]2[C:12](=[CH:13][CH:14]=[CH:15][CH:16]=2)[C:11]([C:18]#N)=[CH:10][CH:9]=1)([CH3:4])([CH3:3])[CH3:2].C([O:25][C:26](=O)[NH:27][C:28]1C2C(=CC=CC=2)C(C=O)=CC=1)(C)(C)C.C1(C)C(S([N+]#[C-])(=O)=O)=CC=CC=1.C(=O)([O-])[O-].[K+].[K+]. (7) Given the product [CH3:27][O:26][C:21]1[N:22]=[C:23]2[C:18](=[CH:19][CH:20]=1)[N:17]=[CH:16][C:15]1[NH:14][CH2:13][CH:12]([C@H:9]3[CH2:10][CH2:11][C@H:6]([NH2:5])[CH2:7][CH2:8]3)[O:25][C:24]2=1, predict the reactants needed to synthesize it. The reactants are: CSC.B.[NH2:5][C@H:6]1[CH2:11][CH2:10][C@H:9]([CH:12]2[O:25][C:24]3[C:23]4[C:18](=[CH:19][CH:20]=[C:21]([O:26][CH3:27])[N:22]=4)[N:17]=[CH:16][C:15]=3[NH:14][C:13]2=O)[CH2:8][CH2:7]1.ClCCl.CO. (8) Given the product [Cl:10][C:11]1[N:12]=[C:13]([O:9][CH:6]2[CH2:7][CH2:8][O:3][CH2:4][CH2:5]2)[C:14]2[C:19]([I:20])=[CH:18][N:17]([CH2:21][O:22][CH2:23][CH2:24][Si:25]([CH3:28])([CH3:27])[CH3:26])[C:15]=2[N:16]=1, predict the reactants needed to synthesize it. The reactants are: [H-].[Na+].[O:3]1[CH2:8][CH2:7][CH:6]([OH:9])[CH2:5][CH2:4]1.[Cl:10][C:11]1[N:12]=[C:13](Cl)[C:14]2[C:19]([I:20])=[CH:18][N:17]([CH2:21][O:22][CH2:23][CH2:24][Si:25]([CH3:28])([CH3:27])[CH3:26])[C:15]=2[N:16]=1.